Dataset: NCI-60 drug combinations with 297,098 pairs across 59 cell lines. Task: Regression. Given two drug SMILES strings and cell line genomic features, predict the synergy score measuring deviation from expected non-interaction effect. (1) Drug 1: CC(CN1CC(=O)NC(=O)C1)N2CC(=O)NC(=O)C2. Drug 2: B(C(CC(C)C)NC(=O)C(CC1=CC=CC=C1)NC(=O)C2=NC=CN=C2)(O)O. Cell line: CCRF-CEM. Synergy scores: CSS=50.0, Synergy_ZIP=-6.17, Synergy_Bliss=-10.6, Synergy_Loewe=-9.64, Synergy_HSA=-7.71. (2) Drug 1: C1=CC(=CC=C1CCC2=CNC3=C2C(=O)NC(=N3)N)C(=O)NC(CCC(=O)O)C(=O)O. Drug 2: C1=CN(C(=O)N=C1N)C2C(C(C(O2)CO)O)O.Cl. Cell line: SW-620. Synergy scores: CSS=53.6, Synergy_ZIP=-2.80, Synergy_Bliss=-2.69, Synergy_Loewe=-14.6, Synergy_HSA=2.86.